Dataset: Forward reaction prediction with 1.9M reactions from USPTO patents (1976-2016). Task: Predict the product of the given reaction. Given the reactants [Cl:1][C:2]1[C:7]([NH2:8])=[C:6]([Cl:9])[N:5]=[CH:4][N:3]=1.[CH3:10][O:11][CH2:12][C:13](Cl)=[O:14], predict the reaction product. The product is: [Cl:1][C:2]1[C:7]([NH:8][C:13](=[O:14])[CH2:12][O:11][CH3:10])=[C:6]([Cl:9])[N:5]=[CH:4][N:3]=1.